Dataset: NCI-60 drug combinations with 297,098 pairs across 59 cell lines. Task: Regression. Given two drug SMILES strings and cell line genomic features, predict the synergy score measuring deviation from expected non-interaction effect. (1) Drug 1: CCC1(CC2CC(C3=C(CCN(C2)C1)C4=CC=CC=C4N3)(C5=C(C=C6C(=C5)C78CCN9C7C(C=CC9)(C(C(C8N6C=O)(C(=O)OC)O)OC(=O)C)CC)OC)C(=O)OC)O.OS(=O)(=O)O. Drug 2: CCC1=C2CN3C(=CC4=C(C3=O)COC(=O)C4(CC)O)C2=NC5=C1C=C(C=C5)O. Cell line: SN12C. Synergy scores: CSS=42.6, Synergy_ZIP=-3.74, Synergy_Bliss=-0.127, Synergy_Loewe=-4.30, Synergy_HSA=1.66. (2) Drug 1: CC(C1=C(C=CC(=C1Cl)F)Cl)OC2=C(N=CC(=C2)C3=CN(N=C3)C4CCNCC4)N. Drug 2: CN(C)N=NC1=C(NC=N1)C(=O)N. Cell line: SK-MEL-5. Synergy scores: CSS=-0.106, Synergy_ZIP=0.466, Synergy_Bliss=2.08, Synergy_Loewe=-4.62, Synergy_HSA=-3.64. (3) Drug 1: CC1C(C(CC(O1)OC2CC(CC3=C2C(=C4C(=C3O)C(=O)C5=C(C4=O)C(=CC=C5)OC)O)(C(=O)CO)O)N)O.Cl. Drug 2: CCC1=CC2CC(C3=C(CN(C2)C1)C4=CC=CC=C4N3)(C5=C(C=C6C(=C5)C78CCN9C7C(C=CC9)(C(C(C8N6C)(C(=O)OC)O)OC(=O)C)CC)OC)C(=O)OC.C(C(C(=O)O)O)(C(=O)O)O. Cell line: OVCAR-5. Synergy scores: CSS=43.7, Synergy_ZIP=3.39, Synergy_Bliss=1.19, Synergy_Loewe=-1.75, Synergy_HSA=2.21. (4) Drug 1: CC1=C(C(=CC=C1)Cl)NC(=O)C2=CN=C(S2)NC3=CC(=NC(=N3)C)N4CCN(CC4)CCO. Drug 2: C1=CN(C=N1)CC(O)(P(=O)(O)O)P(=O)(O)O. Cell line: RPMI-8226. Synergy scores: CSS=-6.40, Synergy_ZIP=0.495, Synergy_Bliss=-6.09, Synergy_Loewe=-11.5, Synergy_HSA=-11.1. (5) Drug 1: CC1=C(C=C(C=C1)C(=O)NC2=CC(=CC(=C2)C(F)(F)F)N3C=C(N=C3)C)NC4=NC=CC(=N4)C5=CN=CC=C5. Drug 2: COCCOC1=C(C=C2C(=C1)C(=NC=N2)NC3=CC=CC(=C3)C#C)OCCOC.Cl. Cell line: EKVX. Synergy scores: CSS=4.06, Synergy_ZIP=-3.65, Synergy_Bliss=-5.31, Synergy_Loewe=-7.59, Synergy_HSA=-5.11. (6) Drug 1: CC1=C(C(=O)C2=C(C1=O)N3CC4C(C3(C2COC(=O)N)OC)N4)N. Drug 2: CC1=C(C(=CC=C1)Cl)NC(=O)C2=CN=C(S2)NC3=CC(=NC(=N3)C)N4CCN(CC4)CCO. Cell line: SK-OV-3. Synergy scores: CSS=68.6, Synergy_ZIP=-3.34, Synergy_Bliss=-3.80, Synergy_Loewe=5.58, Synergy_HSA=7.35. (7) Drug 2: C1=CC=C(C=C1)NC(=O)CCCCCCC(=O)NO. Synergy scores: CSS=3.28, Synergy_ZIP=-1.35, Synergy_Bliss=-3.66, Synergy_Loewe=-8.88, Synergy_HSA=-3.74. Cell line: SN12C. Drug 1: CN(C)N=NC1=C(NC=N1)C(=O)N. (8) Drug 1: C1=CC=C(C=C1)NC(=O)CCCCCCC(=O)NO. Drug 2: N.N.Cl[Pt+2]Cl. Cell line: KM12. Synergy scores: CSS=24.5, Synergy_ZIP=-9.53, Synergy_Bliss=0.255, Synergy_Loewe=2.33, Synergy_HSA=3.47. (9) Drug 1: COC1=CC(=CC(=C1O)OC)C2C3C(COC3=O)C(C4=CC5=C(C=C24)OCO5)OC6C(C(C7C(O6)COC(O7)C8=CC=CS8)O)O. Drug 2: C1=NC2=C(N1)C(=S)N=CN2. Cell line: SW-620. Synergy scores: CSS=42.0, Synergy_ZIP=0.781, Synergy_Bliss=-0.462, Synergy_Loewe=-2.83, Synergy_HSA=2.54. (10) Drug 1: C1CCC(C1)C(CC#N)N2C=C(C=N2)C3=C4C=CNC4=NC=N3. Drug 2: CNC(=O)C1=CC=CC=C1SC2=CC3=C(C=C2)C(=NN3)C=CC4=CC=CC=N4. Cell line: SF-295. Synergy scores: CSS=13.0, Synergy_ZIP=-2.67, Synergy_Bliss=-2.16, Synergy_Loewe=-2.90, Synergy_HSA=-0.949.